From a dataset of Full USPTO retrosynthesis dataset with 1.9M reactions from patents (1976-2016). Predict the reactants needed to synthesize the given product. Given the product [C:25]([O:16][CH:15]([C:17]1[CH:18]=[CH:19][N:20]=[CH:21][CH:22]=1)[CH2:14][N:6]1[C:7]2[CH:8]=[CH:9][C:10]([CH3:13])=[CH:11][C:12]=2[C:4]2[CH2:3][N:2]([CH3:1])[CH2:24][CH2:23][C:5]1=2)(=[O:29])[CH:26]([CH3:28])[CH3:27], predict the reactants needed to synthesize it. The reactants are: [CH3:1][N:2]1[CH2:24][CH2:23][C:5]2[N:6]([CH2:14][CH:15]([C:17]3[CH:22]=[CH:21][N:20]=[CH:19][CH:18]=3)[OH:16])[C:7]3[CH:8]=[CH:9][C:10]([CH3:13])=[CH:11][C:12]=3[C:4]=2[CH2:3]1.[C:25](O)(=[O:29])[CH:26]([CH3:28])[CH3:27].CCN=C=NCCCN(C)C.Cl.